The task is: Predict the reaction yield, written as a fraction of the theoretical maximum amount of product (1.0 means a 100% yield; for example, 0.34 means a 34% yield).. This data is from Reaction yield outcomes from USPTO patents with 853,638 reactions. (1) The reactants are C(S)[C@@H](O)[C@H](O)CS.[NH2:9][C:10]1[S:11][C:12]([S:15]C#N)=[CH:13][N:14]=1.C(=O)([O-])[O-].[K+].[K+].Br[C:25]([CH3:32])([CH3:31])[C:26]([O:28][CH2:29][CH3:30])=[O:27]. No catalyst specified. The product is [NH2:9][C:10]1[S:11][C:12]([S:15][C:25]([CH3:32])([CH3:31])[C:26]([O:28][CH2:29][CH3:30])=[O:27])=[CH:13][N:14]=1. The yield is 0.540. (2) The reactants are [I:1][C:2]1[CH:3]=[C:4]([CH:8]=[CH:9][N:10]=1)[C:5](O)=[O:6].C1C=CC2N(O)N=[N:17][C:15]=2C=1.C(Cl)CCl.CN. The catalyst is CN(C=O)C. The product is [I:1][C:2]1[CH:3]=[C:4]([CH:8]=[CH:9][N:10]=1)[C:5]([NH:17][CH3:15])=[O:6]. The yield is 0.560. (3) The reactants are CON(C)[C:4](=[O:32])[C:5]1[CH:10]=[CH:9][CH:8]=[C:7]([NH:11][C:12]2[CH:17]=[C:16]([NH:18][C:19]3[CH:24]=[CH:23][C:22]([O:25][C:26]4[CH:31]=[CH:30][CH:29]=[CH:28][CH:27]=4)=[CH:21][CH:20]=3)[N:15]=[CH:14][N:13]=2)[CH:6]=1.[H-].[H-].[H-].[H-].[Li+].[Al+3]. The catalyst is C1COCC1. The product is [O:25]([C:22]1[CH:21]=[CH:20][C:19]([NH:18][C:16]2[N:15]=[CH:14][N:13]=[C:12]([NH:11][C:7]3[CH:6]=[C:5]([CH:10]=[CH:9][CH:8]=3)[CH:4]=[O:32])[CH:17]=2)=[CH:24][CH:23]=1)[C:26]1[CH:27]=[CH:28][CH:29]=[CH:30][CH:31]=1. The yield is 0.920. (4) The yield is 0.930. The product is [Cl:1][C:2]1[N:11]=[C:10]([NH:19][C:16]2[CH:15]=[C:14]([CH3:13])[NH:18][N:17]=2)[C:9]2[C:4](=[CH:5][CH:6]=[CH:7][CH:8]=2)[N:3]=1. The catalyst is C(O)C. The reactants are [Cl:1][C:2]1[N:11]=[C:10](Cl)[C:9]2[C:4](=[CH:5][CH:6]=[CH:7][CH:8]=2)[N:3]=1.[CH3:13][C:14]1[NH:18][N:17]=[C:16]([NH2:19])[CH:15]=1. (5) The reactants are [OH:1][C:2]1([C:15]2[N:16]([CH3:20])[CH:17]=[CH:18][N:19]=2)[CH2:7][CH2:6][N:5]([C:8]([O:10][C:11]([CH3:14])([CH3:13])[CH3:12])=[O:9])[CH2:4][CH2:3]1.[H-].[Na+].I[CH3:24]. The catalyst is CN(C=O)C. The product is [CH3:24][O:1][C:2]1([C:15]2[N:16]([CH3:20])[CH:17]=[CH:18][N:19]=2)[CH2:7][CH2:6][N:5]([C:8]([O:10][C:11]([CH3:14])([CH3:13])[CH3:12])=[O:9])[CH2:4][CH2:3]1. The yield is 0.413. (6) The reactants are [CH:1]1([S:6]([C:9]2[CH:14]=[CH:13][CH:12]=[CH:11][C:10]=2[N+:15]([O-])=O)(=[O:8])=[O:7])[CH2:5][CH2:4][CH2:3][CH2:2]1.Cl[Sn]Cl. The catalyst is CCO. The product is [CH:1]1([S:6]([C:9]2[CH:14]=[CH:13][CH:12]=[CH:11][C:10]=2[NH2:15])(=[O:8])=[O:7])[CH2:5][CH2:4][CH2:3][CH2:2]1. The yield is 0.660. (7) The reactants are N1CCCC(CN2C=CC=CC2=[O:14])C1.[CH2:15]([O:22][C:23]([N:25]1[CH2:30][CH2:29][CH2:28][CH:27]([CH2:31]N2C=CC=CC2=O)[CH2:26]1)=[O:24])[C:16]1[CH:21]=[CH:20][CH:19]=[CH:18][CH:17]=1. The catalyst is CCO.[Pd]. The product is [CH2:15]([O:22][C:23]([N:25]1[CH2:30][CH2:29][CH2:28][CH:27]([CH2:31][OH:14])[CH2:26]1)=[O:24])[C:16]1[CH:17]=[CH:18][CH:19]=[CH:20][CH:21]=1. The yield is 0.850. (8) The reactants are [F:1][C:2]([F:8])([F:7])[CH2:3][C:4](O)=[O:5].CN(C(ON1N=NC2C=CC=NC1=2)=[N+](C)C)C.F[P-](F)(F)(F)(F)F.C(N(C(C)C)CC)(C)C.[C:42]1([C:48]2[O:49][C:50]3[CH:56]=[CH:55][C:54]([NH2:57])=[CH:53][C:51]=3[CH:52]=2)[CH:47]=[CH:46][CH:45]=[CH:44][CH:43]=1. The catalyst is ClCCl.C(OCC)(=O)C. The product is [C:42]1([C:48]2[O:49][C:50]3[CH:56]=[CH:55][C:54]([NH:57][C:4](=[O:5])[CH2:3][C:2]([F:8])([F:7])[F:1])=[CH:53][C:51]=3[CH:52]=2)[CH:43]=[CH:44][CH:45]=[CH:46][CH:47]=1. The yield is 0.280. (9) The catalyst is O. The product is [Cl:1][C:2]1[CH:7]=[C:6]([Cl:8])[CH:5]=[CH:4][C:3]=1[C:9]1[NH:10][C:11]([CH:14]2[CH2:19][CH2:18][N:17]([C:21]3[N:26]=[CH:25][N:24]=[C:23]4[NH:27][N:28]=[CH:29][C:22]=34)[CH2:16][CH2:15]2)=[N:12][CH:13]=1. The yield is 0.800. The reactants are [Cl:1][C:2]1[CH:7]=[C:6]([Cl:8])[CH:5]=[CH:4][C:3]=1[C:9]1[N:10]=[C:11]([CH:14]2[CH2:19][CH2:18][NH:17][CH2:16][CH2:15]2)[NH:12][CH:13]=1.Cl[C:21]1[N:26]=[CH:25][N:24]=[C:23]2[NH:27][N:28]=[CH:29][C:22]=12.CCN(CC)CC.CC(O)C. (10) The reactants are [F:1][C:2]1[CH:3]=[C:4]([Cl:12])[C:5]([O:10][CH3:11])=[C:6]([CH:9]=1)[CH:7]=[O:8].[CH3:13][Mg]Br. The catalyst is C(OCC)C. The product is [F:1][C:2]1[CH:3]=[C:4]([Cl:12])[C:5]([O:10][CH3:11])=[C:6]([CH:7]([OH:8])[CH3:13])[CH:9]=1. The yield is 0.980.